Dataset: Reaction yield outcomes from USPTO patents with 853,638 reactions. Task: Predict the reaction yield, written as a fraction of the theoretical maximum amount of product (1.0 means a 100% yield; for example, 0.34 means a 34% yield). (1) The reactants are [NH:1]1[C:9]2[C:4](=[CH:5][CH:6]=[CH:7][CH:8]=2)[C:3](/[CH:10]=[CH:11]/[C:12]2[CH:17]=[CH:16][CH:15]=[CH:14][C:13]=2[NH2:18])=[N:2]1.C(N(CC)CC)C.[F:26][C:27]1[CH:35]=[CH:34][C:30]([C:31](Cl)=[O:32])=[CH:29][CH:28]=1.C(=O)([O-])[O-].[K+].[K+]. The catalyst is C1COCC1. The product is [F:26][C:27]1[CH:35]=[CH:34][C:30]([C:31]([NH:18][C:13]2[CH:14]=[CH:15][CH:16]=[CH:17][C:12]=2/[CH:11]=[CH:10]/[C:3]2[C:4]3[C:9](=[CH:8][CH:7]=[CH:6][CH:5]=3)[NH:1][N:2]=2)=[O:32])=[CH:29][CH:28]=1. The yield is 0.620. (2) The reactants are [C:1]1([CH2:7][CH2:8][C@H:9]([C:11]2[CH:16]=[CH:15][CH:14]=[C:13]([O:17][CH2:18][C:19]([O:21][C:22]([CH3:25])([CH3:24])[CH3:23])=[O:20])[CH:12]=2)[OH:10])[CH:6]=[CH:5][CH:4]=[CH:3][CH:2]=1.[O:26]=[C:27]([N:35]1[CH2:40][CH2:39][CH2:38][CH2:37][C@H:36]1[C:41](O)=[O:42])[C:28](=[O:34])[C:29]([CH3:33])([CH3:32])[CH2:30][CH3:31].C1(N=C=NC2CCCCC2)CCCCC1. The catalyst is C(Cl)Cl.CN(C)C1C=CN=CC=1. The product is [CH3:32][C:29]([CH3:33])([CH2:30][CH3:31])[C:28](=[O:34])[C:27]([N:35]1[CH2:40][CH2:39][CH2:38][CH2:37][C@H:36]1[C:41]([O:10][C@@H:9]([C:11]1[CH:16]=[CH:15][CH:14]=[C:13]([O:17][CH2:18][C:19]([O:21][C:22]([CH3:25])([CH3:24])[CH3:23])=[O:20])[CH:12]=1)[CH2:8][CH2:7][C:1]1[CH:2]=[CH:3][CH:4]=[CH:5][CH:6]=1)=[O:42])=[O:26]. The yield is 0.820. (3) The reactants are Cl[C:2]1[N:7]2[N:8]=[C:9]([C:14]3[CH:19]=[CH:18][C:17]([O:20][CH3:21])=[CH:16][CH:15]=3)[C:10]([C:11](=[O:13])[CH3:12])=[C:6]2[CH:5]=[CH:4][CH:3]=1.C(=O)([O-])[O-].[Cs+].[Cs+].[CH:28]1([NH2:33])[CH2:32][CH2:31][CH2:30][CH2:29]1.C(OCC)C. The catalyst is C1(C)C=CC=CC=1.C([O-])(=O)C.[Pd+2].C([O-])(=O)C.C1(P(C2C=CC=CC=2)C2C=CC3C(=CC=CC=3)C=2C2C3C(=CC=CC=3)C=CC=2P(C2C=CC=CC=2)C2C=CC=CC=2)C=CC=CC=1.O. The product is [CH:28]1([NH:33][C:2]2[N:7]3[N:8]=[C:9]([C:14]4[CH:19]=[CH:18][C:17]([O:20][CH3:21])=[CH:16][CH:15]=4)[C:10]([C:11](=[O:13])[CH3:12])=[C:6]3[CH:5]=[CH:4][CH:3]=2)[CH2:32][CH2:31][CH2:30][CH2:29]1. The yield is 0.970. (4) The reactants are S(C1C=CC(C)=CC=1)(O[CH2:5][C:6]([F:9])([F:8])[F:7])(=O)=O.C([O-])([O-])=O.[K+].[K+].[CH:23]1[C:28]([OH:29])=[CH:27][CH:26]=[C:25]([Br:30])[CH:24]=1. The product is [Br:30][C:25]1[CH:26]=[CH:27][C:28]([O:29][CH2:5][C:6]([F:9])([F:8])[F:7])=[CH:23][CH:24]=1. The yield is 0.533. The catalyst is CN(C=O)C.